From a dataset of Catalyst prediction with 721,799 reactions and 888 catalyst types from USPTO. Predict which catalyst facilitates the given reaction. (1) Reactant: [F:1][C:2]1[CH:3]=[CH:4][C:5]([NH2:8])=[N:6][CH:7]=1.Br[C:10]1[C:11](=[O:18])[N:12]([CH3:17])[CH:13]=[C:14]([Br:16])[CH:15]=1.C(=O)([O-])[O-].[Cs+].[Cs+].CC1(C)C2C(=C(P(C3C=CC=CC=3)C3C=CC=CC=3)C=CC=2)OC2C(P(C3C=CC=CC=3)C3C=CC=CC=3)=CC=CC1=2. Product: [Br:16][C:14]1[CH:15]=[C:10]([NH:8][C:5]2[CH:4]=[CH:3][C:2]([F:1])=[CH:7][N:6]=2)[C:11](=[O:18])[N:12]([CH3:17])[CH:13]=1. The catalyst class is: 102. (2) Reactant: [Cl:1][C:2]1[CH:9]=[C:8]([OH:10])[CH:7]=[CH:6][C:3]=1[C:4]#[N:5].[CH:28]1[CH:27]=CC(P([C:24]2[CH:29]=[CH:28][CH:27]=CC=2)[C:28]2[CH:27]=CC=[CH:24][CH:29]=2)=[CH:24][CH:29]=1.N([C:39]([O:41][C:42]([CH3:45])([CH3:44])[CH3:43])=[O:40])=N[C:39]([O:41][C:42]([CH3:45])([CH3:44])[CH3:43])=[O:40]. Product: [C:42]([O:41][C:39]([CH:27]1[CH2:28][CH:29]([O:10][C:8]2[CH:7]=[CH:6][C:3]([C:4]#[N:5])=[C:2]([Cl:1])[CH:9]=2)[CH2:24]1)=[O:40])([CH3:43])([CH3:44])[CH3:45]. The catalyst class is: 1. (3) Reactant: [CH3:1][C:2]1[C:3]([CH2:22][N:23]2[CH2:28][CH2:27][CH2:26][CH2:25][CH:24]2[C:29]2[CH:36]=[CH:35][C:32]([C:33]#N)=[CH:31][CH:30]=2)=[C:4]2[C:8](=[C:9]([CH3:11])[CH:10]=1)[N:7](S(C1C=CC(C)=CC=1)(=O)=O)[CH:6]=[CH:5]2.[OH-].[K+].C(O)(=O)C[C:41](CC(O)=O)(C(O)=O)[OH:42].C[Si](C=[N+]=[N-])(C)C.CC[O:61]CC. Product: [CH3:1][C:2]1[C:3]([CH2:22][N:23]2[CH2:28][CH2:27][CH2:26][CH2:25][CH:24]2[C:29]2[CH:36]=[CH:35][C:32]([C:33]([O:42][CH3:41])=[O:61])=[CH:31][CH:30]=2)=[C:4]2[C:8](=[C:9]([CH3:11])[CH:10]=1)[NH:7][CH:6]=[CH:5]2. The catalyst class is: 14. (4) The catalyst class is: 7. Reactant: [C:1]([O:5][C:6]([N:8]1[CH2:12][CH2:11][CH2:10][C@H:9]1[C:13](=[O:24])[NH:14][C@H:15]([C:18]1[CH:23]=[CH:22][CH:21]=[CH:20][CH:19]=1)[CH2:16]O)=[O:7])([CH3:4])([CH3:3])[CH3:2]. Product: [C:1]([O:5][C:6]([N:8]1[CH2:12][CH2:11][CH2:10][C@H:9]1[C:13]1[O:24][CH2:16][C@@H:15]([C:18]2[CH:23]=[CH:22][CH:21]=[CH:20][CH:19]=2)[N:14]=1)=[O:7])([CH3:4])([CH3:2])[CH3:3]. (5) Reactant: C([O:3][C:4](=[O:40])[CH2:5][C:6]1[CH:7]=[C:8]([C:14]2[CH:19]=[CH:18][C:17]([C:20]([F:23])([F:22])[F:21])=[CH:16][C:15]=2[CH2:24][N:25]([CH2:38][CH3:39])[C:26]([NH:35][C:36]#[N:37])=[N:27][CH2:28][C:29]2[CH:34]=[CH:33][CH:32]=[CH:31][CH:30]=2)[C:9]([O:12][CH3:13])=[CH:10][CH:11]=1)C.[OH-].[Li+].C(O)(=O)CC(CC(O)=O)(C(O)=O)O. Product: [CH2:28]([N:27]=[C:26]([NH:35][C:36]#[N:37])[N:25]([CH2:24][C:15]1[CH:16]=[C:17]([C:20]([F:22])([F:23])[F:21])[CH:18]=[CH:19][C:14]=1[C:8]1[C:9]([O:12][CH3:13])=[CH:10][CH:11]=[C:6]([CH2:5][C:4]([OH:40])=[O:3])[CH:7]=1)[CH2:38][CH3:39])[C:29]1[CH:30]=[CH:31][CH:32]=[CH:33][CH:34]=1. The catalyst class is: 249. (6) Reactant: [O:1]=[C:2]1[C:10]2[C:5](=[N:6][C:7]([CH:11]=[O:12])=[CH:8][CH:9]=2)[CH2:4][O:3]1.[CH2:13](O)[CH2:14][OH:15].O.C1(C)C=CC(S(O)(=O)=O)=CC=1.C([O-])(O)=O.[Na+]. Product: [O:12]1[CH2:13][CH2:14][O:15][CH:11]1[C:7]1[N:6]=[C:5]2[CH2:4][O:3][C:2](=[O:1])[C:10]2=[CH:9][CH:8]=1. The catalyst class is: 48. (7) Reactant: [Cl:1][C:2]1[CH:8]=[CH:7][C:5]([NH2:6])=[C:4]([C:9](=[O:14])[C:10]([F:13])([F:12])[F:11])[CH:3]=1.BrCCCC[C:20]1[CH:30]=[CH:29][CH:28]=[C:22]2[C:23]([NH:25][C:26](=[O:27])[C:21]=12)=[O:24].O. Product: [C:23]1(=[O:24])[N:25]([CH2:8][CH2:2][CH2:3][CH2:4][NH:6][C:5]2[CH:7]=[CH:8][C:2]([Cl:1])=[CH:3][C:4]=2[C:9](=[O:14])[C:10]([F:12])([F:13])[F:11])[C:26](=[O:27])[C:21]2=[CH:20][CH:30]=[CH:29][CH:28]=[C:22]12. The catalyst class is: 14.